From a dataset of Catalyst prediction with 721,799 reactions and 888 catalyst types from USPTO. Predict which catalyst facilitates the given reaction. (1) Reactant: O[C:2]1[N:9]=[C:8]([C:10]([F:13])([F:12])[F:11])[CH:7]=[CH:6][C:3]=1[C:4]#[N:5].P(Cl)(Cl)(Cl)(Cl)[Cl:15]. Product: [Cl:15][C:2]1[N:9]=[C:8]([C:10]([F:13])([F:12])[F:11])[CH:7]=[CH:6][C:3]=1[C:4]#[N:5]. The catalyst class is: 286. (2) Reactant: Cl[CH2:2][C:3]1[O:7][N:6]=[C:5]([CH3:8])[CH:4]=1.[CH2:9]([NH2:11])[CH3:10]. Product: [CH2:9]([NH:11][CH2:2][C:3]1[O:7][N:6]=[C:5]([CH3:8])[CH:4]=1)[CH3:10]. The catalyst class is: 1. (3) Reactant: Cl[C:2]1[C:11]2=[N:12][N:13](CC3C=CC(OC)=CC=3)[CH:14]=[C:10]2[C:9]2[C:4](=[CH:5][CH:6]=[CH:7][N:8]=2)[N:3]=1.[NH:24]1[C:32]2[C:27](=[CH:28][C:29]([NH2:33])=[CH:30][CH:31]=2)[CH:26]=[N:25]1.Cl. Product: [NH:24]1[C:32]2[C:27](=[CH:28][C:29]([NH:33][C:2]3[C:11]4[C:10](=[CH:14][NH:13][N:12]=4)[C:9]4[C:4]([N:3]=3)=[CH:5][CH:6]=[CH:7][N:8]=4)=[CH:30][CH:31]=2)[CH:26]=[N:25]1. The catalyst class is: 71. (4) Reactant: [O:1]=[C:2]1[C:10]2[C:5](=[CH:6][CH:7]=[C:8]([C:11]#[N:12])[CH:9]=2)[C:4]2([CH2:17][CH2:16][CH2:15][N:14]3[CH:18]=[N:19][CH:20]=[C:13]23)[NH:3]1.[H-].[Na+].[CH3:23]I. Product: [CH3:23][N:3]1[C:2](=[O:1])[C:10]2[C:5](=[CH:6][CH:7]=[C:8]([C:11]#[N:12])[CH:9]=2)[C:4]21[CH2:17][CH2:16][CH2:15][N:14]1[CH:18]=[N:19][CH:20]=[C:13]21. The catalyst class is: 35. (5) Reactant: [CH3:1][C:2]1[O:6][C:5]([C:7]2[CH:12]=[CH:11][CH:10]=[CH:9][CH:8]=2)=[N:4][C:3]=1[CH2:13][C:14]([OH:16])=O.ON1C2C=CC=CC=2N=N1.C(N(CC)C(C)C)(C)C.Cl.CN(C)CCCN=C=NCC.[CH2:48]([N:55]1[CH2:60][CH2:59][O:58][C@@H:57]([CH2:61][NH2:62])[CH2:56]1)[C:49]1[CH:54]=[CH:53][CH:52]=[CH:51][CH:50]=1. Product: [CH2:48]([N:55]1[CH2:60][CH2:59][O:58][C@@H:57]([CH2:61][NH:62][C:14](=[O:16])[CH2:13][C:3]2[N:4]=[C:5]([C:7]3[CH:8]=[CH:9][CH:10]=[CH:11][CH:12]=3)[O:6][C:2]=2[CH3:1])[CH2:56]1)[C:49]1[CH:50]=[CH:51][CH:52]=[CH:53][CH:54]=1. The catalyst class is: 9. (6) Reactant: Cl.[N:2]1[CH:7]=[CH:6][CH:5]=[CH:4][C:3]=1[S:8][S:9][CH2:10][CH2:11][C:12]([NH:14][NH2:15])=[O:13].[OH:16][C:17]1[C:34]2[CH2:33][C@@:32]([OH:39])([C:35](=O)[CH2:36][OH:37])[CH2:31][C@H:30]([O:40][C@@H:41]3[O:55][C@@H:54]([CH3:56])[C@H:44]4[O:45][C@H:46]5[N:51]([C@H:43]4[CH2:42]3)[CH2:50][CH2:49][O:48][C@@H:47]5[O:52][CH3:53])[C:29]=2[C:28]([OH:57])=[C:27]2[C:18]=1[C:19](=[O:61])[C:20]1[CH:21]=[CH:22][CH:23]=[C:24]([O:59][CH3:60])[C:25]=1[C:26]2=[O:58]. Product: [OH:37][CH2:36]/[C:35](=[N:15]\[NH:14][C:12](=[O:13])[CH2:11][CH2:10][S:9][S:8][C:3]1[CH:4]=[CH:5][CH:6]=[CH:7][N:2]=1)/[C@@:32]1([OH:39])[CH2:31][C@H:30]([O:40][C@@H:41]2[O:55][C@@H:54]([CH3:56])[C@H:44]3[O:45][C@H:46]4[N:51]([C@H:43]3[CH2:42]2)[CH2:50][CH2:49][O:48][C@@H:47]4[O:52][CH3:53])[C:29]2[C:34](=[C:17]([OH:16])[C:18]3[C:19](=[O:61])[C:20]4[C:25]([C:26](=[O:58])[C:27]=3[C:28]=2[OH:57])=[C:24]([O:59][CH3:60])[CH:23]=[CH:22][CH:21]=4)[CH2:33]1. The catalyst class is: 5. (7) Reactant: [Cl:1][C:2]1[CH:3]=[C:4]([CH3:14])[C:5]2[NH:10]C(=O)O[C:7](=[O:12])[C:6]=2[CH:13]=1.[CH:15]1([CH2:18][NH2:19])[CH2:17][CH2:16]1. Product: [NH2:10][C:5]1[C:4]([CH3:14])=[CH:3][C:2]([Cl:1])=[CH:13][C:6]=1[C:7]([NH:19][CH2:18][CH:15]1[CH2:17][CH2:16]1)=[O:12]. The catalyst class is: 13.